Dataset: Full USPTO retrosynthesis dataset with 1.9M reactions from patents (1976-2016). Task: Predict the reactants needed to synthesize the given product. (1) Given the product [F:41][C:39]1[CH:38]=[C:37]([CH2:42][C:43]([NH:22][CH2:21][C:20]([NH:19][C@@H:3]2[C:2](=[O:1])[NH:8][C:7]3[CH:9]=[CH:10][CH:11]=[CH:12][C:6]=3[S:5][C@@H:4]2[C:13]2[CH:18]=[CH:17][CH:16]=[CH:15][CH:14]=2)=[O:33])=[O:45])[CH:36]=[C:35]([F:34])[CH:40]=1, predict the reactants needed to synthesize it. The reactants are: [O:1]=[C:2]1[NH:8][C:7]2[CH:9]=[CH:10][CH:11]=[CH:12][C:6]=2[S:5][C@H:4]([C:13]2[CH:18]=[CH:17][CH:16]=[CH:15][CH:14]=2)[C@@H:3]1[NH:19][C:20](=[O:33])[C@H:21](C)[NH:22]C(=O)CC1C=CC=CC=1.[F:34][C:35]1[CH:36]=[C:37]([CH2:42][C:43]([OH:45])=O)[CH:38]=[C:39]([F:41])[CH:40]=1. (2) Given the product [ClH:1].[N+:2]([C:5]1[C:6]([N:11]2[CH2:16][CH2:15][CH:14]([NH2:17])[CH2:13][CH2:12]2)=[N:7][CH:8]=[CH:9][CH:10]=1)([O-:4])=[O:3], predict the reactants needed to synthesize it. The reactants are: [ClH:1].[N+:2]([C:5]1[C:6]([N:11]2[CH2:16][CH2:15][CH:14]([NH:17]C(=O)OC(C)(C)C)[CH2:13][CH2:12]2)=[N:7][CH:8]=[CH:9][CH:10]=1)([O-:4])=[O:3].